This data is from Aqueous solubility values for 9,982 compounds from the AqSolDB database. The task is: Regression/Classification. Given a drug SMILES string, predict its absorption, distribution, metabolism, or excretion properties. Task type varies by dataset: regression for continuous measurements (e.g., permeability, clearance, half-life) or binary classification for categorical outcomes (e.g., BBB penetration, CYP inhibition). For this dataset (solubility_aqsoldb), we predict Y. (1) The molecule is O=[N+]([O-])c1cccc(CO)c1. The Y is -2.41 log mol/L. (2) The compound is O.O.O.O.O.O.O.O.O.O=[N+]([O-])[O-].O=[N+]([O-])[O-].O=[N+]([O-])[O-].[Al+3]. The Y is -0.941 log mol/L.